Dataset: Full USPTO retrosynthesis dataset with 1.9M reactions from patents (1976-2016). Task: Predict the reactants needed to synthesize the given product. The reactants are: [NH2:1][C:2](C(Cl)(Cl)Cl)=[C:3]([C:15]#[N:16])[C:4]([NH:6][C:7]1[CH:8]=[N:9][CH:10]=[CH:11][C:12]=1[O:13][CH3:14])=O.[OH2:21].[NH2:22][NH2:23]. Given the product [NH2:1][C:2]1[C:3]([C:4]([NH:6][C:7]2[CH:8]=[N:9][CH:10]=[CH:11][C:12]=2[O:13][CH3:14])=[O:21])=[C:15]([NH2:16])[NH:23][N:22]=1, predict the reactants needed to synthesize it.